Predict which catalyst facilitates the given reaction. From a dataset of Catalyst prediction with 721,799 reactions and 888 catalyst types from USPTO. (1) Reactant: [Si]([O:8][CH:9]1[CH2:14][CH2:13][C:12]([CH3:19])([C:15]([O:17][CH3:18])=[O:16])[CH2:11][CH2:10]1)(C(C)(C)C)(C)C. Product: [OH:8][CH:9]1[CH2:10][CH2:11][C:12]([CH3:19])([C:15]([O:17][CH3:18])=[O:16])[CH2:13][CH2:14]1. The catalyst class is: 7. (2) Reactant: [Cl:1][C:2]1[CH:7]=[C:6](Cl)[CH:5]=[CH:4][N:3]=1.C(=O)([O-])[O-].[K+].[K+].[NH2:15][C:16]1[CH:21]=[CH:20][C:19]([SH:22])=[CH:18][CH:17]=1.O. Product: [Cl:1][C:2]1[CH:7]=[C:6]([S:22][C:19]2[CH:20]=[CH:21][C:16]([NH2:15])=[CH:17][CH:18]=2)[CH:5]=[CH:4][N:3]=1. The catalyst class is: 9. (3) Reactant: [CH2:1]([N:8]1[CH2:13][CH2:12][N:11]([C:14]2[N:19]=[C:18]([NH:20][C:21]3[CH:22]=[CH:23][C:24]([CH3:31])=[C:25]([NH:27][C:28](=O)[CH3:29])[CH:26]=3)[CH:17]=[C:16]([N:32]([CH3:34])[CH3:33])[N:15]=2)[CH2:10][CH2:9]1)[C:2]1[CH:7]=[CH:6][CH:5]=[CH:4][CH:3]=1.[H-].[Al+3].[Li+].[H-].[H-].[H-]. Product: [CH2:1]([N:8]1[CH2:9][CH2:10][N:11]([C:14]2[N:19]=[C:18]([NH:20][C:21]3[CH:22]=[CH:23][C:24]([CH3:31])=[C:25]([NH:27][CH2:28][CH3:29])[CH:26]=3)[CH:17]=[C:16]([N:32]([CH3:34])[CH3:33])[N:15]=2)[CH2:12][CH2:13]1)[C:2]1[CH:7]=[CH:6][CH:5]=[CH:4][CH:3]=1. The catalyst class is: 7. (4) Reactant: I[CH2:2][CH:3]1[CH2:12][CH2:11][C:6]2([O:10][CH2:9][CH2:8][O:7]2)[CH2:5][CH2:4]1.[C:13]1([N:19]2[C:23]([SH:24])=[N:22][N:21]=[N:20]2)[CH:18]=[CH:17][CH:16]=[CH:15][CH:14]=1.[OH-].[K+].O. Product: [O:10]1[C:6]2([CH2:11][CH2:12][CH:3]([CH2:2][S:24][C:23]3[N:19]([C:13]4[CH:18]=[CH:17][CH:16]=[CH:15][CH:14]=4)[N:20]=[N:21][N:22]=3)[CH2:4][CH2:5]2)[O:7][CH2:8][CH2:9]1. The catalyst class is: 14. (5) Reactant: [NH2:1][C:2]1[S:3][C:4]([N:12]2[CH2:17][CH2:16][O:15][CH2:14][CH2:13]2)=[C:5]([C:7]2[O:8][CH:9]=[CH:10][CH:11]=2)[N:6]=1.[Cl:18][C:19]1[CH:27]=[CH:26][C:22]([C:23](Cl)=[O:24])=[CH:21][N:20]=1. Product: [Cl:18][C:19]1[CH:27]=[CH:26][C:22]([C:23]([NH:1][C:2]2[S:3][C:4]([N:12]3[CH2:13][CH2:14][O:15][CH2:16][CH2:17]3)=[C:5]([C:7]3[O:8][CH:9]=[CH:10][CH:11]=3)[N:6]=2)=[O:24])=[CH:21][N:20]=1. The catalyst class is: 17. (6) The catalyst class is: 11. Reactant: [Cl:1][C:2]1[C:10]([O:11][CH3:12])=[CH:9][C:8]([O:13][CH3:14])=[CH:7][C:3]=1C(O)=O.C([N:17]([CH2:20]C)CC)C.C1(P(N=[N+]=[N-])(C2C=CC=CC=2)=[O:29])C=CC=CC=1.[C:39]([OH:43])([CH3:42])([CH3:41])[CH3:40]. Product: [Cl:1][C:2]1[C:10]([O:11][CH3:12])=[CH:9][C:8]([O:13][CH3:14])=[CH:7][C:3]=1[NH:17][C:20](=[O:29])[O:43][C:39]([CH3:42])([CH3:41])[CH3:40]. (7) Reactant: C[O:2][C:3]([C:5]1[C:14]([O:15][CH3:16])=[CH:13][C:12]2[C:7](=[CH:8][CH:9]=[CH:10][CH:11]=2)[CH:6]=1)=O.C1(C)C=CC=CC=1.[C@H](O)(C([O-])=O)[C@@H](O)C([O-])=O.[Na+].[K+]. Product: [CH3:16][O:15][C:14]1[C:5]([CH2:3][OH:2])=[CH:6][C:7]2[C:12]([CH:13]=1)=[CH:11][CH:10]=[CH:9][CH:8]=2. The catalyst class is: 13. (8) Reactant: [Cl:1][C:2]1[CH:3]=[C:4]([CH:16]=[C:17]([F:19])[CH:18]=1)[CH2:5][O:6][CH2:7][C:8]1[O:12][N:11]=[C:10]([C:13]([OH:15])=O)[CH:9]=1.Cl.[O:21]1[CH2:25][CH2:24][CH:23]([CH2:26][NH2:27])[CH2:22]1.C(N(CC)CC)C.ON1C2C=CC=CC=2N=N1.Cl.C(N=C=NCCCN(C)C)C. Product: [O:21]1[CH2:25][CH2:24][CH:23]([CH2:26][NH:27][C:13]([C:10]2[CH:9]=[C:8]([CH2:7][O:6][CH2:5][C:4]3[CH:16]=[C:17]([F:19])[CH:18]=[C:2]([Cl:1])[CH:3]=3)[O:12][N:11]=2)=[O:15])[CH2:22]1. The catalyst class is: 22. (9) Reactant: [CH3:1][C@H:2]1[CH2:7][NH:6][CH2:5][CH2:4][NH:3]1.[OH-].[Na+].[F:10][C:11]([F:24])([F:23])[O:12][C:13]1[CH:18]=[CH:17][C:16]([S:19](Cl)(=[O:21])=[O:20])=[CH:15][CH:14]=1. Product: [CH3:1][C@@H:2]1[NH:3][CH2:4][CH2:5][N:6]([S:19]([C:16]2[CH:15]=[CH:14][C:13]([O:12][C:11]([F:10])([F:23])[F:24])=[CH:18][CH:17]=2)(=[O:21])=[O:20])[CH2:7]1. The catalyst class is: 7. (10) Reactant: [F:1][C:2]1[S:6][C:5]([C:7]2[C:11]([C:12]3[CH:17]=[CH:16][N:15]=[CH:14][CH:13]=3)=[CH:10][NH:9][N:8]=2)=[CH:4][CH:3]=1.I[CH:19]([CH3:21])[CH3:20].C(=O)([O-])[O-].[Cs+].[Cs+]. Product: [CH:19]([N:9]1[CH:10]=[C:11]([C:12]2[CH:17]=[CH:16][N:15]=[CH:14][CH:13]=2)[C:7]([C:5]2[S:6][C:2]([F:1])=[CH:3][CH:4]=2)=[N:8]1)([CH3:21])[CH3:20].[CH:19]([N:8]1[C:7]([C:5]2[S:6][C:2]([F:1])=[CH:3][CH:4]=2)=[C:11]([C:12]2[CH:17]=[CH:16][N:15]=[CH:14][CH:13]=2)[CH:10]=[N:9]1)([CH3:21])[CH3:20]. The catalyst class is: 9.